The task is: Predict the reactants needed to synthesize the given product.. This data is from Full USPTO retrosynthesis dataset with 1.9M reactions from patents (1976-2016). (1) Given the product [CH3:6][C:7]1[CH:12]2[CH2:11][C:10]([CH3:15])([CH2:9][CH:8]=1)[CH2:13][CH2:14]2, predict the reactants needed to synthesize it. The reactants are: P(=O)(O)(O)O.[CH3:6][C:7]1[CH2:12][CH2:11][C:10]([CH3:15])([CH:13]=[CH2:14])[CH2:9][CH:8]=1. (2) The reactants are: [Cl:1][C:2]1[CH:7]=[CH:6][C:5]([C@H:8]([CH2:24][C:25]2[CH:30]=[CH:29][C:28]([F:31])=[CH:27][CH:26]=2)[CH2:9][C:10]([N:12]2[C@@H:16]([C:17]3[CH:22]=[CH:21][CH:20]=[CH:19][CH:18]=3)[CH2:15][O:14][C:13]2=[O:23])=[O:11])=[CH:4][CH:3]=1.C[Si]([N-][Si](C)(C)C)(C)C.[Na+].CC(C1C=C(C(C)C)C(S([N:57]=[N+:58]=[N-:59])(=O)=O)=C(C(C)C)C=1)C.C(O)(=O)C. Given the product [N:57]([C@H:9]([C@@H:8]([C:5]1[CH:4]=[CH:3][C:2]([Cl:1])=[CH:7][CH:6]=1)[CH2:24][C:25]1[CH:26]=[CH:27][C:28]([F:31])=[CH:29][CH:30]=1)[C:10]([N:12]1[C@@H:16]([C:17]2[CH:22]=[CH:21][CH:20]=[CH:19][CH:18]=2)[CH2:15][O:14][C:13]1=[O:23])=[O:11])=[N+:58]=[N-:59], predict the reactants needed to synthesize it. (3) Given the product [Cl:1][C:2]1[C:7]([F:8])=[C:6]([Cl:9])[N:5]=[C:4]([S:10]([CH3:11])(=[O:13])=[O:26])[N:3]=1, predict the reactants needed to synthesize it. The reactants are: [Cl:1][C:2]1[C:7]([F:8])=[C:6]([Cl:9])[N:5]=[C:4]([S:10][CH3:11])[N:3]=1.S([O-])(O[O-])(=O)=[O:13].[K+].[K+].OS([O-])(=O)=O.[K+].[OH2:26]. (4) Given the product [CH2:3]([C:10](=[CH2:25])[C:11]([C:13]1([OH:1])[CH2:17][CH2:16][N:15]([C:18]2[CH:19]=[CH:20][CH:21]=[CH:22][CH:23]=2)[C:14]1=[O:24])=[O:12])[C:4]1[CH:5]=[CH:6][CH:7]=[CH:8][CH:9]=1, predict the reactants needed to synthesize it. The reactants are: [O:1]=O.[CH2:3]([C:10](=[CH2:25])[C:11]([CH:13]1[CH2:17][CH2:16][N:15]([C:18]2[CH:23]=[CH:22][CH:21]=[CH:20][CH:19]=2)[C:14]1=[O:24])=[O:12])[C:4]1[CH:9]=[CH:8][CH:7]=[CH:6][CH:5]=1.O. (5) Given the product [CH2:32]([N:29]1[CH:28]=[N:27][C:26]2[C:30]1=[N:31][C:23]([C:46]1[CH:45]=[C:44]([OH:43])[CH:49]=[CH:48][CH:47]=1)=[N:24][C:25]=2[N:36]1[CH2:41][CH2:40][O:39][CH2:38][CH2:37]1)[CH:33]([CH3:35])[CH3:34], predict the reactants needed to synthesize it. The reactants are: ClC1N=C2C(N=CN2)=C(N2CCOCC2)N=1.ICC(C)C.Cl[C:23]1[N:31]=[C:30]2[C:26]([N:27]=[CH:28][N:29]2[CH2:32][CH:33]([CH3:35])[CH3:34])=[C:25]([N:36]2[CH2:41][CH2:40][O:39][CH2:38][CH2:37]2)[N:24]=1.C(=O)([O-])[O:43][C:44]1[CH:49]=[CH:48][CH:47]=[C:46](B2OC(C)(C)C(C)(C)O2)[C:45]=1C(C)(C)C.